From a dataset of Forward reaction prediction with 1.9M reactions from USPTO patents (1976-2016). Predict the product of the given reaction. (1) Given the reactants [NH2:1][C@@H:2]([C:6]([OH:8])=[O:7])[C@H:3]([CH3:5])[OH:4].C([O-])(O)=O.[Na+].[CH2:14]([O:20][C:21](N1C=CC=CC1=O)=[O:22])[CH2:15][CH2:16][CH2:17][CH2:18][CH3:19], predict the reaction product. The product is: [OH:4][C@@H:3]([CH3:5])[C@@H:2]([NH:1][C:21]([O:20][CH2:14][CH2:15][CH2:16][CH2:17][CH2:18][CH3:19])=[O:22])[C:6]([OH:8])=[O:7]. (2) Given the reactants Br[C:2]1[CH:7]=[CH:6][C:5]([CH2:8][CH2:9][CH3:10])=[CH:4][CH:3]=1.[CH3:11][C:12]1[S:13][CH:14]=[CH:15][N:16]=1.C1(P(C2C=CC=CC=2)C2C=CC=CC=2)C=CC=CC=1.C(=O)([O-])[O-].[Cs+].[Cs+], predict the reaction product. The product is: [CH3:11][C:12]1[S:13][C:14]([C:2]2[CH:7]=[CH:6][C:5]([CH2:8][CH2:9][CH3:10])=[CH:4][CH:3]=2)=[CH:15][N:16]=1. (3) Given the reactants [CH3:1][NH:2][C:3]1[C:8]([NH2:9])=[CH:7][C:6]([C:10]([F:13])([F:12])[F:11])=[CH:5][N:4]=1.[CH3:14][C:15]1[CH:23]=[N:22][CH:21]=[CH:20][C:16]=1[C:17](O)=O.CCN=C=NCCCN(C)C.N1C=CC=CC=1, predict the reaction product. The product is: [CH3:1][N:2]1[C:3]2=[N:4][CH:5]=[C:6]([C:10]([F:13])([F:11])[F:12])[CH:7]=[C:8]2[N:9]=[C:17]1[C:16]1[CH:20]=[CH:21][N:22]=[CH:23][C:15]=1[CH3:14]. (4) Given the reactants [CH3:1][C:2]([O:5][C:6]([NH:8][C@H:9]1[CH2:14][CH2:13][CH2:12][N:11]([C:15]([O:17][CH2:18][C:19]2[CH:24]=[CH:23][CH:22]=[CH:21][CH:20]=2)=[O:16])[CH2:10]1)=[O:7])([CH3:4])[CH3:3].[H-].[Na+].Br[CH2:28][CH2:29][O:30][CH2:31][C:32]1[CH:37]=[CH:36][CH:35]=[CH:34][CH:33]=1.O, predict the reaction product. The product is: [CH3:4][C:2]([O:5][C:6]([N:8]([CH2:28][CH2:29][O:30][CH2:31][C:32]1[CH:37]=[CH:36][CH:35]=[CH:34][CH:33]=1)[C@H:9]1[CH2:14][CH2:13][CH2:12][N:11]([C:15]([O:17][CH2:18][C:19]2[CH:20]=[CH:21][CH:22]=[CH:23][CH:24]=2)=[O:16])[CH2:10]1)=[O:7])([CH3:1])[CH3:3]. (5) Given the reactants C[O:2][C:3]1[CH:12]=[C:11]2[C:6]([CH:7]([C:13]([OH:15])=[O:14])[CH2:8][CH2:9][O:10]2)=[CH:5][CH:4]=1.Br.[C:17](OCC)(=O)C, predict the reaction product. The product is: [OH:2][C:3]1[CH:12]=[C:11]2[C:6]([CH:7]([C:13]([O:15][CH3:17])=[O:14])[CH2:8][CH2:9][O:10]2)=[CH:5][CH:4]=1. (6) Given the reactants C[O:2][C:3]([C:5]1[CH:10]=[CH:9][C:8]([C:11]2[C:12]([CH3:55])([CH3:54])[C@H:13]3[C@:26]([CH3:29])([CH2:27][CH:28]=2)[C@@H:25]2[C@:16]([CH3:53])([C@@:17]4([CH3:52])[C@H:22]([CH2:23][CH2:24]2)[C@H:21]2[C@H:30]([C:33]([CH3:35])=[CH2:34])[CH2:31][CH2:32][C@:20]2([NH:36][CH2:37][CH2:38][N:39]2[CH2:44][CH2:43][N:42](C(OC(C)(C)C)=O)[CH2:41][CH2:40]2)[CH2:19][CH2:18]4)[CH2:15][CH2:14]3)=[CH:7][CH:6]=1)=[O:4].Cl, predict the reaction product. The product is: [CH3:52][C@:17]12[C@@:16]3([CH3:53])[C@@H:25]([C@:26]4([CH3:29])[C@@H:13]([CH2:14][CH2:15]3)[C:12]([CH3:54])([CH3:55])[C:11]([C:8]3[CH:9]=[CH:10][C:5]([C:3]([OH:4])=[O:2])=[CH:6][CH:7]=3)=[CH:28][CH2:27]4)[CH2:24][CH2:23][C@@H:22]1[C@H:21]1[C@H:30]([C:33]([CH3:35])=[CH2:34])[CH2:31][CH2:32][C@:20]1([NH:36][CH2:37][CH2:38][N:39]1[CH2:40][CH2:41][NH:42][CH2:43][CH2:44]1)[CH2:19][CH2:18]2. (7) Given the reactants [CH3:1][O:2][C:3](=[O:11])[C:4]1[CH:9]=[CH:8][CH:7]=[C:6]([OH:10])[CH:5]=1.C1N2CN3CN(C2)CN1C3.O.[C:23]([O-])([O-])=[O:24].[K+].[K+], predict the reaction product. The product is: [CH:23]([C:5]1[C:6]([OH:10])=[CH:7][CH:8]=[CH:9][C:4]=1[C:3]([O:2][CH3:1])=[O:11])=[O:24]. (8) Given the reactants FC(F)(F)C1C=C(NC(=O)NC2C=CC(C3SC(CCC(O)=O)=NC=3)=CC=2)C=CC=1.[Cl:31][C:32]1[CH:37]=[CH:36][CH:35]=[CH:34][C:33]=1[NH:38][C:39](=[O:62])[NH:40][C:41]1[CH:46]=[CH:45][C:44]([C:47]2[O:51][C:50]([CH:52]3[CH2:57][CH2:56][CH:55]([C:58]([O:60]C)=[O:59])[CH2:54][CH2:53]3)=[N:49][CH:48]=2)=[CH:43][CH:42]=1, predict the reaction product. The product is: [Cl:31][C:32]1[CH:37]=[CH:36][CH:35]=[CH:34][C:33]=1[NH:38][C:39](=[O:62])[NH:40][C:41]1[CH:42]=[CH:43][C:44]([C:47]2[O:51][C:50]([CH:52]3[CH2:53][CH2:54][CH:55]([C:58]([OH:60])=[O:59])[CH2:56][CH2:57]3)=[N:49][CH:48]=2)=[CH:45][CH:46]=1. (9) Given the reactants C(OC([N:6]1[CH2:11][CH2:10][CH:9]([N:12]([CH3:32])[CH2:13][C:14]2[CH:19]=[CH:18][N:17]=[C:16]([C:20]3[CH:25]=[C:24]([O:26][CH3:27])[C:23]([O:28][CH3:29])=[C:22]([O:30][CH3:31])[CH:21]=3)[CH:15]=2)[CH2:8][CH2:7]1)=O)C.[OH-].[Na+], predict the reaction product. The product is: [CH3:32][N:12]([CH:9]1[CH2:10][CH2:11][NH:6][CH2:7][CH2:8]1)[CH2:13][C:14]1[CH:19]=[CH:18][N:17]=[C:16]([C:20]2[CH:21]=[C:22]([O:30][CH3:31])[C:23]([O:28][CH3:29])=[C:24]([O:26][CH3:27])[CH:25]=2)[CH:15]=1. (10) Given the reactants [Cl-].O[NH3+:3].[C:4](=[O:7])([O-])[OH:5].[Na+].CS(C)=O.[Si]([O:20][CH2:21][C:22]1[CH:23]=[CH:24][C:25]([CH2:28][N:29]2[C:34](=[O:35])[C:33]([CH2:36][C:37]3[CH:42]=[CH:41][C:40]([C:43]4[C:44]([C:49]#[N:50])=[CH:45][CH:46]=[CH:47][CH:48]=4)=[CH:39][CH:38]=3)=[C:32]([CH2:51][CH2:52][CH3:53])[N:31]=[C:30]2[CH3:54])=[N:26][CH:27]=1)(C(C)(C)C)(C)C, predict the reaction product. The product is: [OH:20][CH2:21][C:22]1[CH:23]=[CH:24][C:25]([CH2:28][N:29]2[C:34](=[O:35])[C:33]([CH2:36][C:37]3[CH:42]=[CH:41][C:40]([C:43]4[CH:48]=[CH:47][CH:46]=[CH:45][C:44]=4[C:49]4[NH:3][C:4](=[O:7])[O:5][N:50]=4)=[CH:39][CH:38]=3)=[C:32]([CH2:51][CH2:52][CH3:53])[N:31]=[C:30]2[CH3:54])=[N:26][CH:27]=1.